This data is from Catalyst prediction with 721,799 reactions and 888 catalyst types from USPTO. The task is: Predict which catalyst facilitates the given reaction. (1) Reactant: [CH3:1]I.[C:3]([O:7][C:8]([NH:10][CH:11]1[CH2:16][CH2:15][CH:14](CC(O)=O)[CH2:13][CH2:12]1)=[O:9])([CH3:6])([CH3:5])[CH3:4].[C:21](=[O:24])([O-:23])[O-].[Cs+].[Cs+]. Product: [CH3:1][O:23][C:21]([CH:14]1[CH2:15][CH2:16][CH:11]([NH:10][C:8]([O:7][C:3]([CH3:4])([CH3:6])[CH3:5])=[O:9])[CH2:12][CH2:13]1)=[O:24]. The catalyst class is: 18. (2) Product: [F:1][C:2]([F:39])([F:38])[C:3]1[CH:4]=[C:5]([C@H:13]2[O:17][C:16](=[O:18])[N:15]([CH2:19][C:20]3[C:25]([C:41]4[CH:42]=[C:43]([C:49]5[C:58]([CH3:59])=[CH:57][C:52]([C:53]([O:55][CH3:56])=[O:54])=[CH:51][C:50]=5[CH3:60])[CH:44]=[N:45][C:46]=4[O:47][CH3:48])=[CH:24][N:23]=[C:22]([S:35][CH3:36])[N:21]=3)[C@H:14]2[CH3:37])[CH:6]=[C:7]([C:9]([F:10])([F:12])[F:11])[CH:8]=1. The catalyst class is: 203. Reactant: [F:1][C:2]([F:39])([F:38])[C:3]1[CH:4]=[C:5]([C@H:13]2[O:17][C:16](=[O:18])[N:15]([CH2:19][C:20]3[C:25](B4OC(C)(C)C(C)(C)O4)=[CH:24][N:23]=[C:22]([S:35][CH3:36])[N:21]=3)[C@H:14]2[CH3:37])[CH:6]=[C:7]([C:9]([F:12])([F:11])[F:10])[CH:8]=1.Br[C:41]1[CH:42]=[C:43]([C:49]2[C:58]([CH3:59])=[CH:57][C:52]([C:53]([O:55][CH3:56])=[O:54])=[CH:51][C:50]=2[CH3:60])[CH:44]=[N:45][C:46]=1[O:47][CH3:48].P([O-])([O-])([O-])=O.[K+].[K+].[K+]. (3) Reactant: [Br:1][C:2]1[CH:28]=[N:27][C:5]2=[N:6][C:7]([N:14]3[CH2:17][CH:16]([N:18]([CH3:26])[C:19](=[O:25])[O:20][C:21]([CH3:24])([CH3:23])[CH3:22])[CH2:15]3)=[C:8]([NH:10][CH2:11][CH2:12]O)[N:9]=[C:4]2[CH:3]=1.CS(Cl)(=O)=O. Product: [Br:1][C:2]1[CH:28]=[N:27][C:5]2[N:6]=[C:7]([N:14]3[CH2:15][CH:16]([N:18]([CH3:26])[C:19](=[O:25])[O:20][C:21]([CH3:23])([CH3:24])[CH3:22])[CH2:17]3)[C:8]3[N:9]([CH2:12][CH2:11][N:10]=3)[C:4]=2[CH:3]=1. The catalyst class is: 2. (4) Reactant: [Br:1][C:2]1[CH:8]=[C:7]([CH3:9])[CH:6]=[CH:5][C:3]=1N.F[B-](F)(F)F.N(OC(C)(C)C)=O.[C:22]([Cu])#[N:23].[C-]#N.[Na+]. Product: [Br:1][C:2]1[CH:8]=[C:7]([CH3:9])[CH:6]=[CH:5][C:3]=1[C:22]#[N:23]. The catalyst class is: 316. (5) Reactant: [CH:1]([C:3]1[CH:4]=[N:5][CH:6]=[C:7]([CH:10]=1)[C:8]#[N:9])=O.[C:11](#[N:15])[CH2:12][C:13]#[N:14].[OH:16][C:17]1[CH:25]=[CH:24][CH:23]=[C:22]2[C:18]=1[CH:19]=[CH:20][NH:21]2.N1CCCCC1. Product: [NH2:14][C:13]1[O:16][CH:17]2[C:18]3[C:22](=[CH:23][CH:24]=[C:25]2[CH:1]([C:3]2[CH:4]=[N:5][CH:6]=[C:7]([C:8]#[N:9])[CH:10]=2)[C:12]=1[C:11]#[N:15])[N:21]=[CH:20][CH:19]=3. The catalyst class is: 8. (6) Reactant: [S:1]1[C:5]2[CH:6]=[CH:7][CH:8]=[CH:9][C:4]=2[C:3]([NH:10][CH2:11][CH2:12][CH2:13][NH2:14])=[N:2]1.[CH3:15][O:16][C:17]1[CH:22]=[CH:21][C:20]([C:23]2[CH:28]=[CH:27][C:26]([CH:29]=O)=[CH:25][CH:24]=2)=[CH:19][CH:18]=1.C(O[BH-](OC(=O)C)OC(=O)C)(=O)C.[Na+].C(O)(=O)C. Product: [S:1]1[C:5]2[CH:6]=[CH:7][CH:8]=[CH:9][C:4]=2[C:3]([NH:10][CH2:11][CH2:12][CH2:13][NH:14][CH2:29][C:26]2[CH:25]=[CH:24][C:23]([C:20]3[CH:21]=[CH:22][C:17]([O:16][CH3:15])=[CH:18][CH:19]=3)=[CH:28][CH:27]=2)=[N:2]1. The catalyst class is: 26. (7) Reactant: O.O.[NH2:3][NH2:4].C([O:7][C:8](=O)[C:9]1[C:14]([NH:15][CH:16]([CH3:18])[CH3:17])=[CH:13][C:12]([Cl:19])=[N:11][CH:10]=1)C. Product: [Cl:19][C:12]1[CH:13]=[C:14]([NH:15][CH:16]([CH3:18])[CH3:17])[C:9]([C:8]([NH:3][NH2:4])=[O:7])=[CH:10][N:11]=1. The catalyst class is: 8. (8) Reactant: Br[CH2:2][C:3]1[C:24]([C:25]([F:28])([F:27])[F:26])=[CH:23][C:6]([C:7]([NH:9][CH2:10][C:11]2[CH:16]=[C:15]([Cl:17])[CH:14]=[CH:13][C:12]=2[S:18]([CH2:21][CH3:22])(=[O:20])=[O:19])=[O:8])=[CH:5][C:4]=1[Cl:29].[NH2:30][CH2:31][CH2:32][CH2:33][C@H:34]([NH:42][C:43]([O:45][C:46]([CH3:49])([CH3:48])[CH3:47])=[O:44])[C:35]([O:37][C:38]([CH3:41])([CH3:40])[CH3:39])=[O:36]. Product: [Cl:29][C:4]1[CH:5]=[C:6]([C:7](=[O:8])[NH:9][CH2:10][C:11]2[CH:16]=[C:15]([Cl:17])[CH:14]=[CH:13][C:12]=2[S:18]([CH2:21][CH3:22])(=[O:19])=[O:20])[CH:23]=[C:24]([C:25]([F:28])([F:27])[F:26])[C:3]=1[CH2:2][NH:30][CH2:31][CH2:32][CH2:33][C@H:34]([NH:42][C:43]([O:45][C:46]([CH3:49])([CH3:48])[CH3:47])=[O:44])[C:35]([O:37][C:38]([CH3:41])([CH3:39])[CH3:40])=[O:36]. The catalyst class is: 3. (9) Reactant: [Cl:1][C:2]1[CH:9]=[CH:8][C:5]([CH:6]=O)=[CH:4][CH:3]=1.[OH:10][C:11]1[CH:18]=[CH:17][C:14]([CH2:15][NH2:16])=[CH:13][CH:12]=1.[BH4-].[Na+].CCOC(C)=O. Product: [Cl:1][C:2]1[CH:9]=[CH:8][C:5]([CH2:6][NH:16][CH2:15][C:14]2[CH:17]=[CH:18][C:11]([OH:10])=[CH:12][CH:13]=2)=[CH:4][CH:3]=1. The catalyst class is: 24.